Predict which catalyst facilitates the given reaction. From a dataset of Catalyst prediction with 721,799 reactions and 888 catalyst types from USPTO. (1) Product: [F:34][C:35]1[CH:42]=[CH:41][CH:40]=[C:39]([O:43][CH3:44])[C:36]=1[CH2:27][N:23]1[CH2:24][CH2:25][CH2:26][CH:21]([C:18]2[CH:19]=[CH:20][N:16]([C:13]3[CH:14]=[C:15]4[C:10](=[CH:11][CH:12]=3)[NH:9][N:8]=[C:7]4[C:4]3[CH:3]=[CH:2][N:1]=[CH:6][CH:5]=3)[N:17]=2)[CH2:22]1. Reactant: [N:1]1[CH:6]=[CH:5][C:4]([C:7]2[C:15]3[C:10](=[CH:11][CH:12]=[C:13]([N:16]4[CH:20]=[CH:19][C:18]([CH:21]5[CH2:26][CH2:25][CH2:24][N:23]([C:27](OC(C)(C)C)=O)[CH2:22]5)=[N:17]4)[CH:14]=3)[NH:9][N:8]=2)=[CH:3][CH:2]=1.[F:34][C:35]1[CH:42]=[CH:41][CH:40]=[C:39]([O:43][CH3:44])[C:36]=1C=O.C(O[BH-](OC(=O)C)OC(=O)C)(=O)C.[Na+]. The catalyst class is: 1. (2) The catalyst class is: 17. Reactant: [NH2:1][CH2:2][CH2:3][N:4]1[C:12]2[CH:11]=[C:10]3[NH:13][C:14]([C:16]4[C:24]5[C:19](=[CH:20][CH:21]=[CH:22][CH:23]=5)[NH:18][N:17]=4)=[N:15][C:9]3=[CH:8][C:7]=2[C:6]([CH3:26])([CH3:25])[C:5]1=[O:27].[C:28](OC(=O)C)(=[O:30])[CH3:29].O. Product: [NH:18]1[C:19]2[C:24](=[CH:23][CH:22]=[CH:21][CH:20]=2)[C:16]([C:14]2[NH:13][C:10]3[C:9]([N:15]=2)=[CH:8][C:7]2[C:6]([CH3:25])([CH3:26])[C:5](=[O:27])[N:4]([CH2:3][CH2:2][NH:1][C:28](=[O:30])[CH3:29])[C:12]=2[CH:11]=3)=[N:17]1. (3) Reactant: [NH2:1][C@H:2]([C:4]1[N:5]([C:16]2[CH:21]=[CH:20][CH:19]=[CH:18][N:17]=2)[C:6]2[C:12]([C:13]#[N:14])=[C:11]([F:15])[CH:10]=[CH:9][C:7]=2[N:8]=1)[CH3:3].[NH2:22][C:23]1[N:28]=[C:27](Cl)[C:26]([C:30]#[N:31])=[C:25]([CH3:32])[N:24]=1.CCN(C(C)C)C(C)C. Product: [NH2:22][C:23]1[N:28]=[C:27]([NH:1][C@H:2]([C:4]2[N:5]([C:16]3[CH:21]=[CH:20][CH:19]=[CH:18][N:17]=3)[C:6]3[C:12]([C:13]#[N:14])=[C:11]([F:15])[CH:10]=[CH:9][C:7]=3[N:8]=2)[CH3:3])[C:26]([C:30]#[N:31])=[C:25]([CH3:32])[N:24]=1. The catalyst class is: 41. (4) Reactant: C(C1C=C(O)C(=O)NN=1)C.C([O:18][C:19]1[N:20]=[N:21][C:22]([C:33]2[CH2:34][CH2:35][O:36][CH2:37][CH:38]=2)=[CH:23][C:24]=1[O:25]CC1C=CC=CC=1)C1C=CC=CC=1.O. Product: [OH:25][C:24]1[C:19](=[O:18])[NH:20][N:21]=[C:22]([CH:33]2[CH2:38][CH2:37][O:36][CH2:35][CH2:34]2)[CH:23]=1. The catalyst class is: 7. (5) The catalyst class is: 18. Product: [F:25][C:16]([F:24])([C:17]1[CH:18]=[CH:19][C:20]([F:23])=[CH:21][CH:22]=1)[C:4]1[N:3]=[C:2]([NH:32][C:29]2[CH:28]=[C:27]([CH3:26])[NH:31][N:30]=2)[C:11]2[C:6](=[CH:7][C:8]([C:12]([O:14][CH3:15])=[O:13])=[CH:9][CH:10]=2)[N:5]=1. Reactant: Cl[C:2]1[C:11]2[C:6](=[CH:7][C:8]([C:12]([O:14][CH3:15])=[O:13])=[CH:9][CH:10]=2)[N:5]=[C:4]([C:16]([F:25])([F:24])[C:17]2[CH:22]=[CH:21][C:20]([F:23])=[CH:19][CH:18]=2)[N:3]=1.[CH3:26][C:27]1[NH:31][N:30]=[C:29]([NH2:32])[CH:28]=1.CCN(C(C)C)C(C)C. (6) Product: [NH2:16][C:11]1[CH:12]=[CH:13][CH:14]=[C:15]2[C:10]=1[C:9](=[O:19])[C:8]1([NH:20][C:21](=[O:29])[C:22]3[C:27]([CH3:28])=[CH:26][CH:25]=[N:24][CH:23]=3)[C:7]3[CH:30]=[CH:31][C:32]([CH:34]([CH3:36])[CH3:35])=[CH:33][C:6]=3[O:5][C:4]12[OH:3]. The catalyst class is: 186. Reactant: Cl.O.[OH:3][C:4]12[C:15]3[C:10](=[C:11]([N+:16]([O-])=O)[CH:12]=[CH:13][CH:14]=3)[C:9](=[O:19])[C:8]1([NH:20][C:21](=[O:29])[C:22]1[C:27]([CH3:28])=[CH:26][CH:25]=[N:24][CH:23]=1)[C:7]1[CH:30]=[CH:31][C:32]([CH:34]([CH3:36])[CH3:35])=[CH:33][C:6]=1[O:5]2. (7) Reactant: [O-]CC.[Na+].[NH2:5][C:6]1[N:10]([C:11]2[C:16]([Cl:17])=[CH:15][C:14]([C:18]([F:21])([F:20])[F:19])=[CH:13][C:12]=2[Cl:22])[N:9]=[C:8]([CH:23]=[N:24][OH:25])[C:7]=1[S:26]([CH3:28])=[O:27].I[CH:30]([CH3:32])[CH3:31]. Product: [CH:30]([O:25][N:24]=[CH:23][C:8]1[C:7]([S:26]([CH3:28])=[O:27])=[C:6]([NH2:5])[N:10]([C:11]2[C:16]([Cl:17])=[CH:15][C:14]([C:18]([F:21])([F:20])[F:19])=[CH:13][C:12]=2[Cl:22])[N:9]=1)([CH3:32])[CH3:31]. The catalyst class is: 8.